The task is: Predict the reactants needed to synthesize the given product.. This data is from Full USPTO retrosynthesis dataset with 1.9M reactions from patents (1976-2016). Given the product [Cl:16][C:4]1[C:5]2[CH2:12][CH2:11][CH2:10][CH2:9][CH2:8][CH2:7][C:6]=2[N:1]=[CH:2][N:3]=1, predict the reactants needed to synthesize it. The reactants are: [N:1]1[C:6]2[CH2:7][CH2:8][CH2:9][CH2:10][CH2:11][CH2:12][C:5]=2[C:4](O)=[N:3][CH:2]=1.O=P(Cl)(Cl)[Cl:16].[OH-].[NH4+].